From a dataset of Peptide-MHC class II binding affinity with 134,281 pairs from IEDB. Regression. Given a peptide amino acid sequence and an MHC pseudo amino acid sequence, predict their binding affinity value. This is MHC class II binding data. (1) The binding affinity (normalized) is 0.325. The MHC is HLA-DQA10401-DQB10402 with pseudo-sequence HLA-DQA10401-DQB10402. The peptide sequence is GLVPKLDAAYSVAYK. (2) The peptide sequence is DVKFPGGGQIVGGTY. The MHC is HLA-DQA10501-DQB10301 with pseudo-sequence HLA-DQA10501-DQB10301. The binding affinity (normalized) is 0.730. (3) The peptide sequence is LSGSQEVEFIGYGKA. The MHC is DRB4_0103 with pseudo-sequence DRB4_0103. The binding affinity (normalized) is 0.385. (4) The peptide sequence is TPEAKFDSFVASLTE. The MHC is DRB5_0101 with pseudo-sequence DRB5_0101. The binding affinity (normalized) is 0.392. (5) The peptide sequence is FSQPQQQFPQPQ. The MHC is HLA-DQA10201-DQB10202 with pseudo-sequence HLA-DQA10201-DQB10202. The binding affinity (normalized) is 0.270. (6) The peptide sequence is STVLGFAALAAAAAF. The MHC is DRB3_0202 with pseudo-sequence DRB3_0202. The binding affinity (normalized) is 0.144. (7) The peptide sequence is GNGWMIKETACLSKA. The MHC is HLA-DQA10501-DQB10402 with pseudo-sequence HLA-DQA10501-DQB10402. The binding affinity (normalized) is 0.617. (8) The peptide sequence is REALAQTHSAIAVII. The MHC is DRB1_0802 with pseudo-sequence DRB1_0802. The binding affinity (normalized) is 0.365. (9) The peptide sequence is GTLHDKKSMGDDHFW. The MHC is HLA-DPA10301-DPB10402 with pseudo-sequence HLA-DPA10301-DPB10402. The binding affinity (normalized) is 0.0257. (10) The peptide sequence is NYNCKILPNTLVLDF. The MHC is DRB1_0701 with pseudo-sequence DRB1_0701. The binding affinity (normalized) is 0.833.